From a dataset of Peptide-MHC class I binding affinity with 185,985 pairs from IEDB/IMGT. Regression. Given a peptide amino acid sequence and an MHC pseudo amino acid sequence, predict their binding affinity value. This is MHC class I binding data. (1) The peptide sequence is IQFPTAFEF. The MHC is Mamu-B3901 with pseudo-sequence Mamu-B3901. The binding affinity (normalized) is 0.533. (2) The binding affinity (normalized) is 0.0847. The MHC is HLA-B57:01 with pseudo-sequence HLA-B57:01. The peptide sequence is RPVFARLPF.